This data is from Full USPTO retrosynthesis dataset with 1.9M reactions from patents (1976-2016). The task is: Predict the reactants needed to synthesize the given product. (1) Given the product [C:1]([C:3]1([NH:6][C:7]([C@@H:9]2[CH2:13][CH2:12][C@@H:11]([S:14]([C:17]3[CH:22]=[CH:21][C:20]([N:30]4[CH2:31][C:28]5([CH2:25][O:26][CH2:27]5)[CH2:29]4)=[CH:19][C:18]=3[Cl:24])(=[O:16])=[O:15])[CH2:10]2)=[O:8])[CH2:5][CH2:4]1)#[N:2], predict the reactants needed to synthesize it. The reactants are: [C:1]([C:3]1([NH:6][C:7]([CH:9]2[CH2:13][CH2:12][CH:11]([S:14]([C:17]3[CH:22]=[CH:21][C:20](F)=[CH:19][C:18]=3[Cl:24])(=[O:16])=[O:15])[CH2:10]2)=[O:8])[CH2:5][CH2:4]1)#[N:2].[CH2:25]1[C:28]2([CH2:31][NH:30][CH2:29]2)[CH2:27][O:26]1.C(O)(=O)C(O)=O. (2) Given the product [CH2:1]([O:3][C:4](=[O:30])[CH2:5][CH2:6][C:7]1[CH:8]=[CH:9][C:10]([CH2:13][N:14]2[CH:19]=[CH:18][CH:17]=[C:16]([C:20]3[CH:25]=[CH:24][C:23]([NH2:26])=[CH:22][CH:21]=3)[C:15]2=[O:29])=[CH:11][CH:12]=1)[CH3:2], predict the reactants needed to synthesize it. The reactants are: [CH2:1]([O:3][C:4](=[O:30])[CH2:5][CH2:6][C:7]1[CH:12]=[CH:11][C:10]([CH2:13][N:14]2[CH:19]=[CH:18][CH:17]=[C:16]([C:20]3[CH:25]=[CH:24][C:23]([N+:26]([O-])=O)=[CH:22][CH:21]=3)[C:15]2=[O:29])=[CH:9][CH:8]=1)[CH3:2].[H][H]. (3) Given the product [CH2:17]([Sn:5]([CH2:1][CH2:2][CH2:3][CH3:4])([CH2:13][CH2:14][CH2:15][CH3:16])[C:6]1[C-:7]([CH2:11][O:12][CH2:27][CH2:28][CH2:29][OH:30])[CH:8]=[CH:9][CH:10]=1)[CH2:18][CH2:19][CH3:20].[CH-:21]1[CH:25]=[CH:24][CH:23]=[CH:22]1.[Fe+2:26], predict the reactants needed to synthesize it. The reactants are: [CH2:1]([Sn:5]([CH2:17][CH2:18][CH2:19][CH3:20])([CH2:13][CH2:14][CH2:15][CH3:16])[C:6]1[C-:7]([CH:11]=[O:12])[CH:8]=[CH:9][CH:10]=1)[CH2:2][CH2:3][CH3:4].[CH-:21]1[CH:25]=[CH:24][CH:23]=[CH:22]1.[Fe+2:26].[CH2:27]1C[O:30][CH2:29][CH2:28]1.[BH4-].[Na+].O.